Dataset: Reaction yield outcomes from USPTO patents with 853,638 reactions. Task: Predict the reaction yield, written as a fraction of the theoretical maximum amount of product (1.0 means a 100% yield; for example, 0.34 means a 34% yield). The reactants are [CH:1]([N:4]1[CH2:14][CH:13]2[CH2:15][CH:6]([C:7]3[C:12]2=[CH:11][C:10]([NH2:16])=[CH:9][CH:8]=3)[CH2:5]1)([CH3:3])[CH3:2].Cl[C:18]1[N:23]=[C:22]([NH:24][C:25]2[CH:34]=[CH:33][CH:32]=[CH:31][C:26]=2[C:27]([NH:29][CH3:30])=[O:28])[C:21]([Cl:35])=[CH:20][N:19]=1.Cl.O1CCOCC1.[Na]. The catalyst is O. The product is [Cl:35][C:21]1[C:22]([NH:24][C:25]2[CH:34]=[CH:33][CH:32]=[CH:31][C:26]=2[C:27]([NH:29][CH3:30])=[O:28])=[N:23][C:18]([NH:16][C:10]2[CH:11]=[C:12]3[C:7](=[CH:8][CH:9]=2)[CH:6]2[CH2:15][CH:13]3[CH2:14][N:4]([CH:1]([CH3:3])[CH3:2])[CH2:5]2)=[N:19][CH:20]=1. The yield is 0.350.